Dataset: Catalyst prediction with 721,799 reactions and 888 catalyst types from USPTO. Task: Predict which catalyst facilitates the given reaction. Reactant: [Cl:1][C:2]1[CH:3]=[C:4]([C:11]2[CH:12]=[C:13]3[C:18](=[CH:19][CH:20]=2)[N:17]=[CH:16][C:15]([C:21]([CH:23]2[CH2:25][CH2:24]2)=[O:22])=[C:14]3[NH:26][CH:27]2[CH2:32][CH2:31][C:30]([N:34](CC=C)CC=C)([CH3:33])[CH2:29][CH2:28]2)[CH:5]=[C:6]([O:9][CH3:10])[C:7]=1[OH:8]. Product: [NH2:34][C:30]1([CH3:33])[CH2:31][CH2:32][CH:27]([NH:26][C:14]2[C:13]3[C:18](=[CH:19][CH:20]=[C:11]([C:4]4[CH:5]=[C:6]([O:9][CH3:10])[C:7]([OH:8])=[C:2]([Cl:1])[CH:3]=4)[CH:12]=3)[N:17]=[CH:16][C:15]=2[C:21]([CH:23]2[CH2:25][CH2:24]2)=[O:22])[CH2:28][CH2:29]1. The catalyst class is: 77.